From a dataset of Forward reaction prediction with 1.9M reactions from USPTO patents (1976-2016). Predict the product of the given reaction. (1) Given the reactants [Cl:1][C:2]1[N:7]=[C:6](Cl)[CH:5]=[CH:4][N:3]=1.C(N(C(C)C)C(C)C)C.[C:18]1([O:28][CH2:29][C@H:30]2[CH2:34][CH2:33][CH2:32][NH:31]2)[C:27]2[C:22](=[CH:23][CH:24]=[CH:25][CH:26]=2)[CH:21]=[CH:20][CH:19]=1.O, predict the reaction product. The product is: [Cl:1][C:2]1[N:7]=[C:6]([N:31]2[CH2:32][CH2:33][CH2:34][C@@H:30]2[CH2:29][O:28][C:18]2[C:27]3[C:22](=[CH:23][CH:24]=[CH:25][CH:26]=3)[CH:21]=[CH:20][CH:19]=2)[CH:5]=[CH:4][N:3]=1. (2) The product is: [F:54][C:39]([F:38])([S:50]([O:18][C:15]1[CH:16]=[CH:17][C:12]([C:10]2[O:11][C:7]3[CH:6]=[C:5]([N:25]([CH2:30][CH2:31][CH2:32][CH2:33][S:34]([CH3:37])(=[O:35])=[O:36])[S:26]([CH3:29])(=[O:27])=[O:28])[C:4]([CH:1]4[CH2:3][CH2:2]4)=[CH:24][C:8]=3[C:9]=2[C:19]2[NH:23][CH:22]=[CH:21][N:20]=2)=[CH:13][CH:14]=1)(=[O:52])=[O:51])[C:40]([F:48])([F:49])[C:41]([F:47])([F:46])[C:42]([F:45])([F:44])[F:43]. Given the reactants [CH:1]1([C:4]2[C:5]([N:25]([CH2:30][CH2:31][CH2:32][CH2:33][S:34]([CH3:37])(=[O:36])=[O:35])[S:26]([CH3:29])(=[O:28])=[O:27])=[CH:6][C:7]3[O:11][C:10]([C:12]4[CH:17]=[CH:16][C:15]([OH:18])=[CH:14][CH:13]=4)=[C:9]([C:19]4[NH:20][CH:21]=[CH:22][N:23]=4)[C:8]=3[CH:24]=2)[CH2:3][CH2:2]1.[F:38][C:39]([F:54])([S:50](F)(=[O:52])=[O:51])[C:40]([F:49])([F:48])[C:41]([F:47])([F:46])[C:42]([F:45])([F:44])[F:43].C(=O)([O-])[O-].[K+].[K+], predict the reaction product. (3) Given the reactants [N+:1]([C:4]1[CH:13]=[CH:12][C:11]2[C:6](=[CH:7][C:8]([N+:14]([O-])=O)=[CH:9][CH:10]=2)[CH:5]=1)([O-:3])=[O:2].[SH-].[Na+], predict the reaction product. The product is: [N+:1]([C:4]1[CH:5]=[C:6]2[C:11]([CH:10]=[CH:9][C:8]([NH2:14])=[CH:7]2)=[CH:12][CH:13]=1)([O-:3])=[O:2]. (4) Given the reactants [C:1]1([CH3:17])[CH:6]=[CH:5][CH:4]=[C:3]([O:7][C:8]2[CH:9]=[C:10]([CH:14]=[CH:15][CH:16]=2)C(O)=O)[CH:2]=1.Cl.[Cl:19][C:20]1[CH:21]=[C:22]2[C:26](=[CH:27][CH:28]=1)[NH:25][CH:24]=[C:23]2[CH2:29][CH2:30][NH2:31].CN([C:35]([O:39]N1N=NC2C=CC=NC1=2)=[N+](C)C)C.F[P-](F)(F)(F)(F)F.C(N(CC)C(C)C)(C)C, predict the reaction product. The product is: [Cl:19][C:20]1[CH:21]=[C:22]2[C:26](=[CH:27][CH:28]=1)[NH:25][CH:24]=[C:23]2[CH2:29][CH2:30][NH:31][C:35](=[O:39])[C:14]1[CH:15]=[CH:16][C:8]([O:7][C:3]2[CH:2]=[C:1]([CH3:17])[CH:6]=[CH:5][CH:4]=2)=[CH:9][CH:10]=1. (5) Given the reactants Br[C:2]1[CH:3]=[C:4]([C:8]2[N:13]=[C:12]([C:14]([F:17])([F:16])[F:15])[CH:11]=[C:10]([C:18]3[CH:23]=[CH:22][C:21]([C:24]([F:27])([F:26])[F:25])=[CH:20][CH:19]=3)[N:9]=2)[CH:5]=[CH:6][CH:7]=1.[CH3:28][C:29]1[CH:34]=[C:33](I)[CH:32]=[C:31]([CH3:36])[N:30]=1, predict the reaction product. The product is: [CH3:28][C:29]1[CH:34]=[C:33]([C:2]2[CH:3]=[C:4]([C:8]3[N:13]=[C:12]([C:14]([F:15])([F:16])[F:17])[CH:11]=[C:10]([C:18]4[CH:19]=[CH:20][C:21]([C:24]([F:27])([F:25])[F:26])=[CH:22][CH:23]=4)[N:9]=3)[CH:5]=[CH:6][CH:7]=2)[CH:32]=[C:31]([CH3:36])[N:30]=1. (6) Given the reactants [Cl:1][C:2]1[CH:3]=[C:4]([C:9]([OH:19])([C:15]([F:18])([F:17])[F:16])[C:10]#[C:11][C:12]([OH:14])=[O:13])[CH:5]=[C:6]([Cl:8])[CH:7]=1.[Si](C=[N+]=[N-])(C)(C)[CH3:21].C(O)(=O)C, predict the reaction product. The product is: [CH3:21][O:13][C:12](=[O:14])[C:11]#[C:10][C:9]([C:4]1[CH:3]=[C:2]([Cl:1])[CH:7]=[C:6]([Cl:8])[CH:5]=1)([OH:19])[C:15]([F:16])([F:17])[F:18].